From a dataset of KCNQ2 potassium channel screen with 302,405 compounds. Binary Classification. Given a drug SMILES string, predict its activity (active/inactive) in a high-throughput screening assay against a specified biological target. (1) The drug is O=C(N1c2c(NC(=O)C1)cccc2)NCCC(=O)NCCc1ccc(OC)cc1. The result is 0 (inactive). (2) The drug is O=C(C1CC1)c1c2c(oc1)ccc(O)c2. The result is 0 (inactive). (3) The compound is s1c2CCCCCc2c(c1/N=C\N(C)C)C#N. The result is 0 (inactive). (4) The molecule is Clc1c(NC(=O)c2c(F)cccc2)cc(C(=O)NCCC(C)C)cc1. The result is 0 (inactive). (5) The molecule is s1c(C(=O)NCC(N2CCN(CC2)c2ccc(F)cc2)c2occc2)ccc1. The result is 0 (inactive).